From a dataset of Peptide-MHC class I binding affinity with 185,985 pairs from IEDB/IMGT. Regression. Given a peptide amino acid sequence and an MHC pseudo amino acid sequence, predict their binding affinity value. This is MHC class I binding data. (1) The peptide sequence is FPQHIESAL. The MHC is HLA-B07:02 with pseudo-sequence HLA-B07:02. The binding affinity (normalized) is 0.534. (2) The peptide sequence is IPQSEDSWWTSL. The MHC is H-2-Ld with pseudo-sequence H-2-Ld. The binding affinity (normalized) is 0.